Task: Regression. Given two drug SMILES strings and cell line genomic features, predict the synergy score measuring deviation from expected non-interaction effect.. Dataset: NCI-60 drug combinations with 297,098 pairs across 59 cell lines (1) Drug 1: C(CCl)NC(=O)N(CCCl)N=O. Drug 2: COCCOC1=C(C=C2C(=C1)C(=NC=N2)NC3=CC=CC(=C3)C#C)OCCOC.Cl. Cell line: SNB-75. Synergy scores: CSS=1.92, Synergy_ZIP=-2.02, Synergy_Bliss=-2.37, Synergy_Loewe=-2.44, Synergy_HSA=-2.56. (2) Drug 1: CC1=CC2C(CCC3(C2CCC3(C(=O)C)OC(=O)C)C)C4(C1=CC(=O)CC4)C. Drug 2: C#CCC(CC1=CN=C2C(=N1)C(=NC(=N2)N)N)C3=CC=C(C=C3)C(=O)NC(CCC(=O)O)C(=O)O. Cell line: SNB-19. Synergy scores: CSS=-6.06, Synergy_ZIP=4.45, Synergy_Bliss=-0.569, Synergy_Loewe=-8.79, Synergy_HSA=-8.81. (3) Cell line: SN12C. Drug 1: C1CCC(CC1)NC(=O)N(CCCl)N=O. Drug 2: C1=CC=C(C(=C1)C(C2=CC=C(C=C2)Cl)C(Cl)Cl)Cl. Synergy scores: CSS=18.5, Synergy_ZIP=-4.46, Synergy_Bliss=1.80, Synergy_Loewe=1.65, Synergy_HSA=1.66. (4) Drug 1: C1=CC(=CC=C1C#N)C(C2=CC=C(C=C2)C#N)N3C=NC=N3. Drug 2: CN1C(=O)N2C=NC(=C2N=N1)C(=O)N. Cell line: T-47D. Synergy scores: CSS=-6.15, Synergy_ZIP=-2.47, Synergy_Bliss=-8.55, Synergy_Loewe=-13.8, Synergy_HSA=-11.3. (5) Drug 1: C1CC(C1)(C(=O)O)C(=O)O.[NH2-].[NH2-].[Pt+2]. Drug 2: C1CN1C2=NC(=NC(=N2)N3CC3)N4CC4. Cell line: COLO 205. Synergy scores: CSS=25.1, Synergy_ZIP=-0.997, Synergy_Bliss=-1.96, Synergy_Loewe=-12.2, Synergy_HSA=-0.272. (6) Drug 1: CC1=C(N=C(N=C1N)C(CC(=O)N)NCC(C(=O)N)N)C(=O)NC(C(C2=CN=CN2)OC3C(C(C(C(O3)CO)O)O)OC4C(C(C(C(O4)CO)O)OC(=O)N)O)C(=O)NC(C)C(C(C)C(=O)NC(C(C)O)C(=O)NCCC5=NC(=CS5)C6=NC(=CS6)C(=O)NCCC[S+](C)C)O. Drug 2: C1CC(=O)NC(=O)C1N2C(=O)C3=CC=CC=C3C2=O. Cell line: A498. Synergy scores: CSS=10.8, Synergy_ZIP=-3.41, Synergy_Bliss=5.33, Synergy_Loewe=-5.74, Synergy_HSA=2.22.